Dataset: Full USPTO retrosynthesis dataset with 1.9M reactions from patents (1976-2016). Task: Predict the reactants needed to synthesize the given product. Given the product [CH:17]1([C:2]2[CH:3]=[CH:4][C:5]([O:8][C:9]3[CH:16]=[CH:15][C:12]([CH:13]=[O:14])=[CH:11][CH:10]=3)=[N:6][CH:7]=2)[CH2:19][CH2:18]1, predict the reactants needed to synthesize it. The reactants are: Br[C:2]1[CH:3]=[CH:4][C:5]([O:8][C:9]2[CH:16]=[CH:15][C:12]([CH:13]=[O:14])=[CH:11][CH:10]=2)=[N:6][CH:7]=1.[CH:17]1(B(O)O)[CH2:19][CH2:18]1.P([O-])([O-])([O-])=O.[K+].[K+].[K+].C1(P(C2CCCCC2)C2CCCCC2)CCCCC1.